Dataset: Reaction yield outcomes from USPTO patents with 853,638 reactions. Task: Predict the reaction yield, written as a fraction of the theoretical maximum amount of product (1.0 means a 100% yield; for example, 0.34 means a 34% yield). (1) The reactants are II.[C:3]([O:6][CH2:7][CH2:8][CH2:9][CH2:10][CH2:11][CH2:12]Br)(=[O:5])[CH3:4].[Li+].[Br-].Br[CH2:17][CH2:18][CH2:19][CH2:20][CH2:21][CH2:22][CH2:23][CH2:24][CH2:25][CH2:26][CH2:27][O:28][CH:29]1[CH2:34][CH2:33][CH2:32][CH2:31][O:30]1. The yield is 0.930. The catalyst is C1COCC1.CN1C(=O)N(C)CC1.C1COCC1.CN1C(=O)N(C)CC1.[Zn].II. The product is [C:3]([O:6][CH2:7][CH2:8][CH2:9][CH2:10][CH2:11][CH2:12][CH2:17][CH2:18][CH2:19][CH2:20][CH2:21][CH2:22][CH2:23][CH2:24][CH2:25][CH2:26][CH2:27][O:28][CH:29]1[CH2:34][CH2:33][CH2:32][CH2:31][O:30]1)(=[O:5])[CH3:4]. (2) The reactants are [Br:1][C:2]1[CH:3]=[CH:4][C:5]([OH:11])=[C:6]([C:8](=[O:10])[CH3:9])[CH:7]=1.[C:12]1(=O)[CH2:17][CH2:16][CH2:15][CH2:14][CH2:13]1.N1CCCC1. The catalyst is CO. The product is [Br:1][C:2]1[CH:7]=[C:6]2[C:5](=[CH:4][CH:3]=1)[O:11][C:12]1([CH2:17][CH2:16][CH2:15][CH2:14][CH2:13]1)[CH2:9][C:8]2=[O:10]. The yield is 0.820. (3) The reactants are [CH:1]1[C:6]([O:7][CH2:8][C:9]([F:12])([F:11])[F:10])=[CH:5][C:4]([C:13]([NH:15][CH2:16][CH:17]2[NH:22][CH2:21][CH2:20][CH2:19][CH2:18]2)=[O:14])=[C:3]([O:23][CH2:24][C:25]([F:28])([F:27])[F:26])[CH:2]=1.[C:29]([OH:32])(=[O:31])[CH3:30].CCCCCC. The catalyst is C(O)(C)C. The product is [CH3:30][C:29]([OH:32])=[O:31].[CH:1]1[C:6]([O:7][CH2:8][C:9]([F:12])([F:10])[F:11])=[CH:5][C:4]([C:13]([NH:15][CH2:16][CH:17]2[NH:22][CH2:21][CH2:20][CH2:19][CH2:18]2)=[O:14])=[C:3]([O:23][CH2:24][C:25]([F:27])([F:26])[F:28])[CH:2]=1. The yield is 0.890. (4) The reactants are [CH3:1][S:2](Cl)(=[O:4])=[O:3].[CH:6]1([C:9]2[CH:10]=[N:11][C:12]3[C:17]([C:18]=2[CH2:19][OH:20])=[CH:16][CH:15]=[CH:14][CH:13]=3)[CH2:8][CH2:7]1. The catalyst is C(Cl)Cl. The product is [CH3:1][S:2]([O:20][CH2:19][C:18]1[C:17]2[C:12](=[CH:13][CH:14]=[CH:15][CH:16]=2)[N:11]=[CH:10][C:9]=1[CH:6]1[CH2:8][CH2:7]1)(=[O:4])=[O:3]. The yield is 0.763. (5) The reactants are [O-]P([O-])([O-])=O.[K+].[K+].[K+].Br[C:10]1[CH:19]=[CH:18][C:13]([C:14]([O:16][CH3:17])=[O:15])=[CH:12][CH:11]=1.[NH:20]1[CH2:25][CH2:24][O:23][CH2:22][CH2:21]1. The catalyst is C1C=CC(/C=C/C(/C=C/C2C=CC=CC=2)=O)=CC=1.C1C=CC(/C=C/C(/C=C/C2C=CC=CC=2)=O)=CC=1.C1C=CC(/C=C/C(/C=C/C2C=CC=CC=2)=O)=CC=1.[Pd].[Pd].COCCOC. The product is [C:14]([C:13]1[CH:18]=[CH:19][C:10]([N:20]2[CH2:25][CH2:24][O:23][CH2:22][CH2:21]2)=[CH:11][CH:12]=1)([O:16][CH3:17])=[O:15]. The yield is 0.800. (6) The reactants are [H-].[Na+].[CH3:3][O:4][C:5](=[O:16])[CH2:6][C:7]1[CH:12]=[CH:11][C:10]([N+:13]([O-])=O)=[CH:9][CH:8]=1.I[CH:18]([CH:20](I)[CH3:21])[CH3:19].O.O.[Sn](Cl)(Cl)(Cl)Cl. The product is [CH3:3][O:4][C:5]([C:6]1([C:7]2[CH:12]=[CH:11][C:10]([NH2:13])=[CH:9][CH:8]=2)[CH2:21][CH2:20][CH2:18][CH2:19]1)=[O:16]. The catalyst is CN(C=O)C.CCO. The yield is 0.880. (7) The reactants are [NH:1]1[CH2:6][CH2:5][CH:4]([C:7]([OH:9])=[O:8])[CH2:3][CH2:2]1.C(=O)([O-])O.[Na+].[CH:15]1[C:27]2[CH:26]([CH2:28][O:29][C:30](ON3C(=O)CCC3=O)=[O:31])[C:25]3[C:20](=[CH:21][CH:22]=[CH:23][CH:24]=3)[C:19]=2[CH:18]=[CH:17][CH:16]=1.Cl. The catalyst is O.O1CCCC1. The product is [CH:15]1[C:27]2[CH:26]([CH2:28][O:29][C:30]([N:1]3[CH2:6][CH2:5][CH:4]([C:7]([OH:9])=[O:8])[CH2:3][CH2:2]3)=[O:31])[C:25]3[C:20](=[CH:21][CH:22]=[CH:23][CH:24]=3)[C:19]=2[CH:18]=[CH:17][CH:16]=1. The yield is 0.850. (8) The yield is 0.130. The catalyst is ClCCl. The product is [OH:14][C:15]1([CH2:21][N:22]2[C:27](=[O:28])[C:26]3=[CH:29][CH:30]=[CH:31][N:25]3[N:24]=[CH:23]2)[CH2:16][CH2:17][N:18]([C:5]([N:44]2[CH2:43][CH2:42][N:41]([C:47]3[CH:48]=[CH:49][C:50]([C:51]#[N:52])=[CH:53][CH:54]=3)[CH2:46][CH2:45]2)=[O:11])[CH2:19][CH2:20]1. The reactants are ClC(Cl)(O[C:5](=[O:11])OC(Cl)(Cl)Cl)Cl.Cl.[OH:14][C:15]1([CH2:21][N:22]2[C:27](=[O:28])[C:26]3=[CH:29][CH:30]=[CH:31][N:25]3[N:24]=[CH:23]2)[CH2:20][CH2:19][NH:18][CH2:17][CH2:16]1.CCN(C(C)C)C(C)C.[N:41]1([C:47]2[CH:54]=[CH:53][C:50]([C:51]#[N:52])=[CH:49][CH:48]=2)[CH2:46][CH2:45][NH:44][CH2:43][CH2:42]1. (9) The reactants are [C:1]1([OH:7])[CH:6]=[CH:5][CH:4]=[CH:3][CH:2]=1.Br[C:9]([CH3:16])([CH3:15])[C:10]([O:12][CH2:13][CH3:14])=[O:11].C(=O)([O-])[O-].[Cs+].[Cs+]. The catalyst is CN(C=O)C.O. The product is [CH2:13]([O:12][C:10](=[O:11])[C:9]([CH3:16])([O:7][C:1]1[CH:6]=[CH:5][CH:4]=[CH:3][CH:2]=1)[CH3:15])[CH3:14]. The yield is 0.560. (10) The reactants are [Li][CH2:2]CCC.[Br:6][C:7]1[CH:12]=[CH:11][C:10]([C:13]2[C:14]([CH:20]=O)=[CH:15][CH:16]=[C:17]([Cl:19])[CH:18]=2)=[CH:9][CH:8]=1. The catalyst is [Br-].C[P+](C1C=CC=CC=1)(C1C=CC=CC=1)C1C=CC=CC=1.C1COCC1. The product is [Br:6][C:7]1[CH:12]=[CH:11][C:10]([C:13]2[CH:18]=[C:17]([Cl:19])[CH:16]=[CH:15][C:14]=2[CH:20]=[CH2:2])=[CH:9][CH:8]=1. The yield is 0.830.